This data is from Merck oncology drug combination screen with 23,052 pairs across 39 cell lines. The task is: Regression. Given two drug SMILES strings and cell line genomic features, predict the synergy score measuring deviation from expected non-interaction effect. (1) Drug 1: CC(=O)OC1C(=O)C2(C)C(O)CC3OCC3(OC(C)=O)C2C(OC(=O)c2ccccc2)C2(O)CC(OC(=O)C(O)C(NC(=O)c3ccccc3)c3ccccc3)C(C)=C1C2(C)C. Drug 2: NC(=O)c1cccc2cn(-c3ccc(C4CCCNC4)cc3)nc12. Cell line: MDAMB436. Synergy scores: synergy=-1.07. (2) Drug 1: Cn1nnc2c(C(N)=O)ncn2c1=O. Drug 2: CCC1(O)C(=O)OCc2c1cc1n(c2=O)Cc2cc3c(CN(C)C)c(O)ccc3nc2-1. Cell line: HCT116. Synergy scores: synergy=7.76. (3) Drug 1: C#Cc1cccc(Nc2ncnc3cc(OCCOC)c(OCCOC)cc23)c1. Cell line: UWB1289BRCA1. Synergy scores: synergy=49.5. Drug 2: Cc1nc(Nc2ncc(C(=O)Nc3c(C)cccc3Cl)s2)cc(N2CCN(CCO)CC2)n1. (4) Drug 1: NC(=O)c1cccc2cn(-c3ccc(C4CCCNC4)cc3)nc12. Drug 2: CC1(c2nc3c(C(N)=O)cccc3[nH]2)CCCN1. Cell line: HCT116. Synergy scores: synergy=-2.97.